This data is from Full USPTO retrosynthesis dataset with 1.9M reactions from patents (1976-2016). The task is: Predict the reactants needed to synthesize the given product. (1) Given the product [CH3:13][N:12]1[C:8]([C:6]2[C:5]([F:15])=[CH:4][N:3]=[C:2]([NH:25][C:21]3[CH:20]=[C:19]([CH:24]=[CH:23][CH:22]=3)[C:18]([O:17][CH3:16])=[O:26])[N:7]=2)=[CH:9][N:10]=[C:11]1[CH3:14], predict the reactants needed to synthesize it. The reactants are: Cl[C:2]1[N:7]=[C:6]([C:8]2[N:12]([CH3:13])[C:11]([CH3:14])=[N:10][CH:9]=2)[C:5]([F:15])=[CH:4][N:3]=1.[CH3:16][O:17][C:18](=[O:26])[C:19]1[CH:24]=[CH:23][CH:22]=[C:21]([NH2:25])[CH:20]=1.C([O-])([O-])=O.[Cs+].[Cs+].CC(C1C=C(C(C)C)C(C2C=CC=CC=2P(C2CCCCC2)C2CCCCC2)=C(C(C)C)C=1)C. (2) The reactants are: [Br:1][C:2]1[CH:7]=[CH:6][C:5]([CH2:8][C:9]#[N:10])=[CH:4][CH:3]=1.[OH-].[Na+].Cl[CH2:14][CH2:15][O:16][CH2:17][CH2:18]Cl. Given the product [Br:1][C:2]1[CH:7]=[CH:6][C:5]([C:8]2([C:9]#[N:10])[CH2:18][CH2:17][O:16][CH2:15][CH2:14]2)=[CH:4][CH:3]=1, predict the reactants needed to synthesize it.